From a dataset of Full USPTO retrosynthesis dataset with 1.9M reactions from patents (1976-2016). Predict the reactants needed to synthesize the given product. (1) Given the product [CH3:1][O:2][C:3](=[O:19])[CH:4]([NH:8][C:9](=[O:18])[C:10]1[C:11]([Cl:17])=[CH:12][CH:13]=[CH:14][C:15]=1[Cl:16])[CH2:5]/[CH:6]=[CH:7]/[C:21]1[CH:22]=[CH:23][C:24]([C:27]2([CH2:33][O:34][CH3:35])[CH2:32][CH2:31][O:30][CH2:29][CH2:28]2)=[CH:25][CH:26]=1, predict the reactants needed to synthesize it. The reactants are: [CH3:1][O:2][C:3](=[O:19])[CH:4]([NH:8][C:9](=[O:18])[C:10]1[C:15]([Cl:16])=[CH:14][CH:13]=[CH:12][C:11]=1[Cl:17])[CH2:5][CH:6]=[CH2:7].Br[C:21]1[CH:26]=[CH:25][C:24]([C:27]2([CH2:33][O:34][CH3:35])[CH2:32][CH2:31][O:30][CH2:29][CH2:28]2)=[CH:23][CH:22]=1. (2) The reactants are: C([O:3][C:4](=[O:21])[CH:5]([C:8]1([C:14]2[CH:19]=[CH:18][C:17]([Cl:20])=[CH:16][CH:15]=2)[CH2:13][CH2:12][O:11][CH2:10][CH2:9]1)C#N)C.[OH-].[K+]. Given the product [Cl:20][C:17]1[CH:18]=[CH:19][C:14]([C:8]2([CH2:5][C:4]([OH:21])=[O:3])[CH2:9][CH2:10][O:11][CH2:12][CH2:13]2)=[CH:15][CH:16]=1, predict the reactants needed to synthesize it. (3) Given the product [C:38]([OH:43])(=[O:42])[CH:39]([CH3:41])[OH:40].[F:1][C:2]1[CH:3]=[C:4]2[C:8](=[CH:9][CH:10]=1)[NH:7][C:6](=[O:11])/[C:5]/2=[CH:12]\[C:13]1[NH:22][C:21]2[CH2:20][CH2:19][CH2:18][N:17]([CH2:23][C@H:24]([OH:32])[CH2:25][N:26]3[CH2:27][CH2:28][O:29][CH2:30][CH2:31]3)[C:16](=[O:33])[C:15]=2[C:14]=1[CH3:34], predict the reactants needed to synthesize it. The reactants are: [F:1][C:2]1[CH:3]=[C:4]2[C:8](=[CH:9][CH:10]=1)[NH:7][C:6](=[O:11])/[C:5]/2=[CH:12]\[C:13]1[NH:22][C:21]2[CH2:20][CH2:19][CH2:18][N:17]([CH2:23][C@H:24]([OH:32])[CH2:25][N:26]3[CH2:31][CH2:30][O:29][CH2:28][CH2:27]3)[C:16](=[O:33])[C:15]=2[C:14]=1[CH3:34].ClCCl.[C:38]([OH:43])(=[O:42])[CH:39]([CH3:41])[OH:40]. (4) Given the product [C@H:2]1([NH:7][C:8](=[O:14])[O:9][C:10]([CH3:13])([CH3:12])[CH3:11])[CH2:3][CH2:4][CH:5]=[CH:6][C@@H:1]1[NH:22][C:23](=[O:29])[O:24][C:25]([CH3:28])([CH3:27])[CH3:26], predict the reactants needed to synthesize it. The reactants are: [C@H:1]1([N:22](CC2C=CC=CC=2)[C:23](=[O:29])[O:24][C:25]([CH3:28])([CH3:27])[CH3:26])[CH2:6][CH2:5][CH:4]=[CH:3][C@@H:2]1[N:7](CC1C=CC=CC=1)[C:8](=[O:14])[O:9][C:10]([CH3:13])([CH3:12])[CH3:11].[Na]. (5) Given the product [NH2:26][C:25]1[N:24]=[CH:23][N:22]=[C:21]2[N:17]([CH:15]([C:9]3[C:8]([O:28][CH3:29])=[C:7]([CH:5]4[CH2:4][N:3]([CH2:37][C@@H:38]([OH:39])[CH3:40])[CH2:6]4)[C:12]([CH3:13])=[C:11]([Cl:14])[CH:10]=3)[CH3:16])[N:18]=[C:19]([CH3:27])[C:20]=12, predict the reactants needed to synthesize it. The reactants are: Cl.Cl.[NH:3]1[CH2:6][CH:5]([C:7]2[C:8]([O:28][CH3:29])=[C:9]([CH:15]([N:17]3[C:21]4=[N:22][CH:23]=[N:24][C:25]([NH2:26])=[C:20]4[C:19]([CH3:27])=[N:18]3)[CH3:16])[CH:10]=[C:11]([Cl:14])[C:12]=2[CH3:13])[CH2:4]1.C(N(CC)CC)C.[CH3:37][C@H:38]1[CH2:40][O:39]1.